Task: Predict the product of the given reaction.. Dataset: Forward reaction prediction with 1.9M reactions from USPTO patents (1976-2016) (1) Given the reactants [Cl-:1].[Cl-].[Cl-].[Al+3].[Br:5][C:6]1[CH:14]=[CH:13][C:9]([C:10](Cl)=[O:11])=[C:8]([F:15])[CH:7]=1.Cl, predict the reaction product. The product is: [Br:5][C:6]1[CH:14]=[CH:13][C:9]([C:10]([C:6]2[CH:14]=[CH:13][C:9]([Cl:1])=[CH:8][CH:7]=2)=[O:11])=[C:8]([F:15])[CH:7]=1. (2) Given the reactants [I:1][C:2]1[C:3]2[CH:10]=[CH:9][NH:8][C:4]=2[N:5]=[CH:6][N:7]=1.[H-].[Na+].Cl[CH2:14][O:15][CH2:16][CH2:17][Si:18]([CH3:21])([CH3:20])[CH3:19].O, predict the reaction product. The product is: [I:1][C:2]1[C:3]2[CH:10]=[CH:9][N:8]([CH2:14][O:15][CH2:16][CH2:17][Si:18]([CH3:21])([CH3:20])[CH3:19])[C:4]=2[N:5]=[CH:6][N:7]=1. (3) The product is: [F:39][C:15]1[CH:14]=[C:13]([CH:18]=[CH:17][C:16]=1[C:19]1([OH:38])[CH2:20][CH2:21][N:22]([C:25]2[CH:26]=[CH:27][C:28]3[N:29]([C:31]([C:34]([F:35])([F:37])[F:36])=[N:32][N:33]=3)[N:30]=2)[CH2:23][CH2:24]1)[O:12][CH2:11][CH2:10][N:7]1[CH2:8][CH2:9][N:4]([CH3:5])[C:1](=[O:3])[CH2:2]1. Given the reactants [C:1]([N:4]1[CH2:9][CH2:8][N:7]([CH2:10][CH2:11][O:12][C:13]2[CH:18]=[CH:17][C:16]([C:19]3([OH:38])[CH2:24][CH2:23][N:22]([C:25]4[CH:26]=[CH:27][C:28]5[N:29]([C:31]([C:34]([F:37])([F:36])[F:35])=[N:32][N:33]=5)[N:30]=4)[CH2:21][CH2:20]3)=[C:15]([F:39])[CH:14]=2)C[CH2:5]1)(=[O:3])[CH3:2].OCCN1CCN(C)C(=O)C1, predict the reaction product. (4) Given the reactants [CH2:1]([O:3][C:4](=[O:26])[CH2:5][C:6]1[CH:11]=[C:10]([O:12][C:13]2[CH:18]=[CH:17][C:16]([Br:19])=[CH:15][C:14]=2[CH2:20]Br)[CH:9]=[CH:8][C:7]=1[C:22]([F:25])([F:24])[F:23])[CH3:2].[CH3:27][C@@H:28]1[C@H:32]([C:33]2[CH:38]=[CH:37][CH:36]=[CH:35][CH:34]=2)[O:31][C:30](=[O:39])[NH:29]1, predict the reaction product. The product is: [CH2:1]([O:3][C:4](=[O:26])[CH2:5][C:6]1[CH:11]=[C:10]([O:12][C:13]2[CH:18]=[CH:17][C:16]([Br:19])=[CH:15][C:14]=2[CH2:20][N:29]2[C@H:28]([CH3:27])[C@H:32]([C:33]3[CH:38]=[CH:37][CH:36]=[CH:35][CH:34]=3)[O:31][C:30]2=[O:39])[CH:9]=[CH:8][C:7]=1[C:22]([F:23])([F:25])[F:24])[CH3:2]. (5) Given the reactants [Cl:1][C:2]1[CH:7]=[C:6]([NH:8][C:9]2[CH:14]=[CH:13][C:12]([N+:15]([O-:17])=[O:16])=[C:11]([F:18])[CH:10]=2)[CH:5]=[CH:4][N:3]=1.CI.[C:21]([O-])([O-])=O.[K+].[K+].CCOC(C)=O, predict the reaction product. The product is: [Cl:1][C:2]1[CH:7]=[C:6]([N:8]([C:9]2[CH:14]=[CH:13][C:12]([N+:15]([O-:17])=[O:16])=[C:11]([F:18])[CH:10]=2)[CH3:21])[CH:5]=[CH:4][N:3]=1. (6) Given the reactants Cl[C:2]1[C:7]([N+:8]([O-:10])=[O:9])=[CH:6][C:5]([N+:11]([O-:13])=[O:12])=[CH:4][N:3]=1.[CH3:14][CH:15]1[CH2:20][CH2:19][CH2:18][CH2:17][NH:16]1, predict the reaction product. The product is: [CH3:14][CH:15]1[CH2:20][CH2:19][CH2:18][CH2:17][N:16]1[C:2]1[C:7]([N+:8]([O-:10])=[O:9])=[CH:6][C:5]([N+:11]([O-:13])=[O:12])=[CH:4][N:3]=1. (7) The product is: [N:20]1([C:18]([C:15]2[CH:14]=[CH:13][C:12]([C:9]3[CH:10]=[CH:11][C:6]4[N:7]([C:3]([C:1]#[C:2][C:27]5[CH:32]=[C:31]([C:33]#[N:34])[N:30]=[C:29]6[NH:35][CH:36]=[CH:37][C:28]=56)=[CH:4][N:5]=4)[N:8]=3)=[CH:17][CH:16]=2)=[O:19])[CH2:21][CH2:22][O:23][CH2:24][CH2:25]1. Given the reactants [C:1]([C:3]1[N:7]2[N:8]=[C:9]([C:12]3[CH:17]=[CH:16][C:15]([C:18]([N:20]4[CH2:25][CH2:24][O:23][CH2:22][CH2:21]4)=[O:19])=[CH:14][CH:13]=3)[CH:10]=[CH:11][C:6]2=[N:5][CH:4]=1)#[CH:2].I[C:27]1[CH:32]=[C:31]([C:33]#[N:34])[N:30]=[C:29]2[NH:35][CH:36]=[CH:37][C:28]=12, predict the reaction product. (8) Given the reactants C1COCC1.C([O:9][CH:10]([CH:14]([C:16]1[CH:21]=[CH:20][CH:19]=[C:18]([C:22](=[O:42])[C:23](=[C:33]2[NH:37][C:36]3[CH:38]=[CH:39][CH:40]=[CH:41][C:35]=3[NH:34]2)[C:24]([C:26]2[CH:31]=[CH:30][CH:29]=[C:28]([F:32])[CH:27]=2)=[O:25])[CH:17]=1)[OH:15])[CH:11]([OH:13])[CH3:12])(=O)C.[OH-].[Na+].[Cl-].[NH4+], predict the reaction product. The product is: [NH:34]1[C:35]2[CH:41]=[CH:40][CH:39]=[CH:38][C:36]=2[NH:37][C:33]1=[C:23]([C:22]([C:18]1[CH:19]=[CH:20][CH:21]=[C:16]([CH:14]([OH:15])[CH:10]([OH:9])[CH:11]([OH:13])[CH3:12])[CH:17]=1)=[O:42])[C:24]([C:26]1[CH:31]=[CH:30][CH:29]=[C:28]([F:32])[CH:27]=1)=[O:25]. (9) Given the reactants [CH3:1][O:2][C:3]1[CH:4]=[C:5]([CH:11]2[CH2:16][CH2:15][CH2:14][N:13]([CH2:17][C@H:18]([OH:23])[C:19]([F:22])([F:21])[F:20])[CH2:12]2)[CH:6]=[C:7]([O:9][CH3:10])[CH:8]=1.[Cl:24][C:25]1[CH:30]=[CH:29][C:28]([N:31]=[C:32]=[O:33])=[CH:27][CH:26]=1, predict the reaction product. The product is: [CH3:1][O:2][C:3]1[CH:4]=[C:5]([CH:11]2[CH2:16][CH2:15][CH2:14][N:13]([CH2:17][C@H:18]([O:23][C:32](=[O:33])[NH:31][C:28]3[CH:29]=[CH:30][C:25]([Cl:24])=[CH:26][CH:27]=3)[C:19]([F:21])([F:20])[F:22])[CH2:12]2)[CH:6]=[C:7]([O:9][CH3:10])[CH:8]=1. (10) Given the reactants [C:1]([CH:4]([CH:10](C)[C:11](=O)[C:12]1[CH:16]=[CH:15][S:14][CH:13]=1)[C:5]([O:7][CH2:8][CH3:9])=[O:6])(=O)[CH3:2].C([O-])(=O)C.[NH4+:23], predict the reaction product. The product is: [CH3:2][C:1]1[NH:23][C:11]([C:12]2[CH:16]=[CH:15][S:14][CH:13]=2)=[CH:10][C:4]=1[C:5]([O:7][CH2:8][CH3:9])=[O:6].